From a dataset of Reaction yield outcomes from USPTO patents with 853,638 reactions. Predict the reaction yield, written as a fraction of the theoretical maximum amount of product (1.0 means a 100% yield; for example, 0.34 means a 34% yield). The reactants are [F:1][C:2]([F:22])([F:21])[C:3]1[CH:4]=[C:5]([CH:14]=[C:15]([C:17]([F:20])([F:19])[F:18])[CH:16]=1)[CH2:6][N:7]1[C:11](=[O:12])[CH2:10][S:9][C:8]1=[O:13].C1(C)C=CC=CC=1.[Cl:30][C:31]1[CH:38]=[C:35]([CH:36]=O)[C:34]([OH:39])=[CH:33][CH:32]=1. The catalyst is N1CCCCC1.C(O)(=O)C.O. The product is [Cl:30][C:31]1[CH:32]=[CH:33][C:34]([OH:39])=[C:35]([CH:38]=1)[CH:36]=[C:10]1[S:9][C:8](=[O:13])[N:7]([CH2:6][C:5]2[CH:4]=[C:3]([C:2]([F:1])([F:21])[F:22])[CH:16]=[C:15]([C:17]([F:18])([F:19])[F:20])[CH:14]=2)[C:11]1=[O:12]. The yield is 0.620.